From a dataset of Full USPTO retrosynthesis dataset with 1.9M reactions from patents (1976-2016). Predict the reactants needed to synthesize the given product. (1) Given the product [CH3:8][CH:9]([CH2:15][CH2:16][CH2:17][CH2:18][CH2:19][CH2:20][CH2:21][CH2:22][CH3:23])[CH2:10][CH2:11][CH2:12][C:13]#[CH:14], predict the reactants needed to synthesize it. The reactants are: [Li].CC(C)([O-])C.[K+].[CH3:8][CH:9]([CH2:15][CH2:16][CH2:17][CH2:18][CH2:19][CH2:20][CH2:21][CH2:22][CH3:23])[CH2:10][CH2:11][C:12]#[C:13][CH3:14]. (2) Given the product [N:4]1[CH:3]=[C:2]([C:13]2[CH:14]=[CH:15][C:10]([CH:8]=[O:9])=[CH:11][CH:12]=2)[CH:7]=[N:6][CH:5]=1, predict the reactants needed to synthesize it. The reactants are: Br[C:2]1[CH:3]=[N:4][CH:5]=[N:6][CH:7]=1.[CH:8]([C:10]1[CH:15]=[CH:14][C:13](B(O)O)=[CH:12][CH:11]=1)=[O:9]. (3) Given the product [N:25]1([C:2]2[N:7]=[C:6](/[CH:8]=[C:9]3/[C:10](=[O:15])[NH:11][C:12](=[O:14])[S:13]/3)[CH:5]=[CH:4][CH:3]=2)[CH2:30][CH2:29][CH2:28][CH2:27][CH2:26]1, predict the reactants needed to synthesize it. The reactants are: Br[C:2]1[N:7]=[C:6](/[CH:8]=[C:9]2/[C:10](=[O:15])[NH:11][C:12](=[O:14])[S:13]/2)[CH:5]=[CH:4][CH:3]=1.C(N(C(C)C)CC)(C)C.[NH:25]1[CH2:30][CH2:29][CH2:28][CH2:27][CH2:26]1. (4) Given the product [NH2:15][C:16]1[C:17]([C:24]#[N:25])=[N:18][C:19]([CH2:22][N:7]2[C:8](=[O:12])[CH:9]=[CH:10][CH:11]=[N:6]2)=[CH:20][N:21]=1, predict the reactants needed to synthesize it. The reactants are: CN(C)C=O.[N:6]1[NH:7][C:8](=[O:12])[CH:9]=[CH:10][CH:11]=1.[H-].[Na+].[NH2:15][C:16]1[C:17]([C:24]#[N:25])=[N:18][C:19]([CH2:22]Cl)=[CH:20][N:21]=1.